This data is from Forward reaction prediction with 1.9M reactions from USPTO patents (1976-2016). The task is: Predict the product of the given reaction. Given the reactants [CH2:1]([O:3][C:4](=[O:17])[CH2:5][C:6]1[CH:11]=[C:10]([Cl:12])[C:9]([N+:13]([O-])=O)=[CH:8][C:7]=1[Cl:16])[CH3:2], predict the reaction product. The product is: [ClH:12].[CH2:1]([O:3][C:4](=[O:17])[CH2:5][C:6]1[CH:11]=[C:10]([Cl:12])[C:9]([NH2:13])=[CH:8][C:7]=1[Cl:16])[CH3:2].